This data is from Reaction yield outcomes from USPTO patents with 853,638 reactions. The task is: Predict the reaction yield, written as a fraction of the theoretical maximum amount of product (1.0 means a 100% yield; for example, 0.34 means a 34% yield). (1) The reactants are [Cl-].O[NH3+:3].[C:4](=[O:7])([O-])[OH:5].[Na+].CS(C)=O.[F:13][C:14]1[CH:48]=[CH:47][C:17]([CH2:18][N:19]2[C:24](=[O:25])[C:23]([CH2:26][C:27]3[CH:32]=[CH:31][C:30]([C:33]4[C:34]([C:39]#[N:40])=[CH:35][CH:36]=[CH:37][CH:38]=4)=[CH:29][CH:28]=3)=[C:22]([CH2:41][CH2:42][CH3:43])[N:21]3[N:44]=[CH:45][N:46]=[C:20]23)=[CH:16][CH:15]=1. The catalyst is C(OCC)(=O)C. The product is [F:13][C:14]1[CH:48]=[CH:47][C:17]([CH2:18][N:19]2[C:24](=[O:25])[C:23]([CH2:26][C:27]3[CH:28]=[CH:29][C:30]([C:33]4[CH:38]=[CH:37][CH:36]=[CH:35][C:34]=4[C:39]4[NH:3][C:4](=[O:7])[O:5][N:40]=4)=[CH:31][CH:32]=3)=[C:22]([CH2:41][CH2:42][CH3:43])[N:21]3[N:44]=[CH:45][N:46]=[C:20]23)=[CH:16][CH:15]=1. The yield is 0.360. (2) The reactants are C([Li])CCC.[O:6]1[CH:10]=[CH:9][CH:8]=[C:7]1[CH:11]1[O:15][CH2:14][CH2:13][O:12]1.[CH2:16](Br)[C:17]1[CH:22]=[CH:21][CH:20]=[CH:19][CH:18]=1. The catalyst is O1CCCC1. The product is [CH2:16]([C:10]1[O:6][C:7]([CH:11]2[O:15][CH2:14][CH2:13][O:12]2)=[CH:8][CH:9]=1)[C:17]1[CH:22]=[CH:21][CH:20]=[CH:19][CH:18]=1. The yield is 0.459. (3) The reactants are Br[C:2]1[CH:3]=[C:4]([NH:11][C:12](=[O:14])[CH3:13])[CH:5]=[C:6]([N+:8]([O-:10])=[O:9])[CH:7]=1.N#N.[C:17]1([S:23]([N:26]2[C:34]3[C:29](=[CH:30][CH:31]=[CH:32][CH:33]=3)[C:28](B3OC(C)(C)C(C)(C)O3)=[CH:27]2)(=[O:25])=[O:24])[CH:22]=[CH:21][CH:20]=[CH:19][CH:18]=1.C(=O)([O-])[O-].[Na+].[Na+]. The catalyst is COCCOC.C1C=CC(P(C2C=CC=CC=2)[C-]2C=CC=C2)=CC=1.C1C=CC(P(C2C=CC=CC=2)[C-]2C=CC=C2)=CC=1.Cl[Pd]Cl.[Fe+2]. The product is [N+:8]([C:6]1[CH:5]=[C:4]([NH:11][C:12](=[O:14])[CH3:13])[CH:3]=[C:2]([C:28]2[C:29]3[C:34](=[CH:33][CH:32]=[CH:31][CH:30]=3)[N:26]([S:23]([C:17]3[CH:22]=[CH:21][CH:20]=[CH:19][CH:18]=3)(=[O:25])=[O:24])[CH:27]=2)[CH:7]=1)([O-:10])=[O:9]. The yield is 0.770. (4) The reactants are [N+:1]([C:4]1[CH:9]=[CH:8][C:7]([CH2:10][CH2:11]OS(C2C=CC([N+]([O-])=O)=CC=2)(=O)=O)=[CH:6][CH:5]=1)([O-:3])=[O:2].[CH2:25]([NH:32][CH2:33][C@@H:34]([C:43]1[CH:52]=[CH:51][C:50]([O:53][CH2:54][C:55]2[CH:60]=[CH:59][CH:58]=[CH:57][CH:56]=2)=[C:49]2[C:44]=1[CH:45]=[CH:46][C:47](=[O:61])[NH:48]2)[O:35][Si:36]([C:39]([CH3:42])([CH3:41])[CH3:40])([CH3:38])[CH3:37])[C:26]1[CH:31]=[CH:30][CH:29]=[CH:28][CH:27]=1.C(N(CC)C(C)C)(C)C.CCOC(C)=O. The catalyst is C(#N)C. The product is [CH2:25]([N:32]([CH2:11][CH2:10][C:7]1[CH:6]=[CH:5][C:4]([N+:1]([O-:3])=[O:2])=[CH:9][CH:8]=1)[CH2:33][C@@H:34]([C:43]1[CH:52]=[CH:51][C:50]([O:53][CH2:54][C:55]2[CH:56]=[CH:57][CH:58]=[CH:59][CH:60]=2)=[C:49]2[C:44]=1[CH:45]=[CH:46][C:47](=[O:61])[NH:48]2)[O:35][Si:36]([C:39]([CH3:42])([CH3:41])[CH3:40])([CH3:38])[CH3:37])[C:26]1[CH:31]=[CH:30][CH:29]=[CH:28][CH:27]=1. The yield is 0.500. (5) The reactants are Cl[C:2]1[N:3]=[C:4]2[CH:24]=[C:23]([Cl:25])[CH:22]=[N:21][C:5]2=[N:6][C:7]=1[N:8]1[CH2:11][CH:10]([N:12]([CH3:20])[C:13](=[O:19])[O:14][C:15]([CH3:18])([CH3:17])[CH3:16])[CH2:9]1.O.[NH2:27][NH2:28].CCOCC. The catalyst is CCO. The product is [Cl:25][C:23]1[CH:22]=[N:21][C:5]2=[N:6][C:7]([N:8]3[CH2:11][CH:10]([N:12]([CH3:20])[C:13](=[O:19])[O:14][C:15]([CH3:18])([CH3:17])[CH3:16])[CH2:9]3)=[C:2]([NH:27][NH2:28])[N:3]=[C:4]2[CH:24]=1. The yield is 1.00. (6) The reactants are Cl.O.[NH:3]1[CH2:8][CH2:7][C:6](=[O:9])[CH2:5][CH2:4]1.[F:10][C:11]1[CH:16]=[CH:15][C:14]([CH:17]([C:23]2[CH:28]=[CH:27][C:26]([F:29])=[CH:25][CH:24]=2)[CH2:18][CH2:19][C:20](O)=[O:21])=[CH:13][CH:12]=1.[OH:30]N1C2C=CC=CC=2N=N1.Cl.C(N=C=NCCCN(C)C)C.C(N(CC)CC)C. The catalyst is CN(C)C=O. The product is [OH:9][C:6]1([OH:30])[CH2:7][CH2:8][N:3]([C:20](=[O:21])[CH2:19][CH2:18][CH:17]([C:23]2[CH:28]=[CH:27][C:26]([F:29])=[CH:25][CH:24]=2)[C:14]2[CH:13]=[CH:12][C:11]([F:10])=[CH:16][CH:15]=2)[CH2:4][CH2:5]1. The yield is 0.890. (7) The product is [CH2:22]([CH:24]1[C:32]2[CH:31]=[C:30]([C:33]([F:36])([F:35])[F:34])[N:29]=[CH:28][C:27]=2[C:26](=[C:5]2[C:4]3[C:8](=[CH:9][CH:10]=[C:2]([F:1])[CH:3]=3)[NH:7][C:6]2=[O:11])[O:25]1)[CH3:23]. The yield is 0.190. The catalyst is C1COCC1. The reactants are [F:1][C:2]1[CH:3]=[C:4]2[C:8](=[CH:9][CH:10]=1)[NH:7][C:6](=[O:11])[CH2:5]2.C[Si]([N-][Si](C)(C)C)(C)C.[Li+].[CH2:22]([CH:24]1[C:32]2[CH:31]=[C:30]([C:33]([F:36])([F:35])[F:34])[N:29]=[CH:28][C:27]=2[C:26](=O)[O:25]1)[CH3:23].Cl. (8) The product is [C:22]1([CH3:29])[CH:23]=[C:24]([CH3:28])[CH:25]=[C:26]([CH3:27])[C:21]=1[N:19]1[CH:20]=[C:16]([CH2:15][NH:14][C:12](=[O:13])[C@@H:11]([NH:10][C:9]([C@H:8]2[O:7][C@@H:6]2[C:4]([OH:5])=[O:3])=[O:36])[CH2:30][C:31]2[N:32]=[CH:33][S:34][CH:35]=2)[N:17]=[N:18]1. The yield is 0.661. No catalyst specified. The reactants are C([O:3][C:4]([C@@H:6]1[C@@H:8]([C:9](=[O:36])[NH:10][C@@H:11]([CH2:30][C:31]2[N:32]=[CH:33][S:34][CH:35]=2)[C:12]([NH:14][CH2:15][C:16]2[N:17]=[N:18][N:19]([C:21]3[C:26]([CH3:27])=[CH:25][C:24]([CH3:28])=[CH:23][C:22]=3[CH3:29])[CH:20]=2)=[O:13])[O:7]1)=[O:5])C.[Li+].[OH-]. (9) The reactants are [Br:1][C:2]1[S:3][C:4]([C:8]([NH2:10])=O)=[C:5]([Br:7])[N:6]=1.C1(C)C=CC=CC=1.C[N:19]([CH:21](OC)OC)C.C(O)(=O)C.[NH2:30]N.C([O-])(O)=O.[Na+]. The catalyst is CCOC(C)=O.CCCCCC. The product is [Br:1][C:2]1[S:3][C:4]([C:8]2[NH:10][CH:21]=[N:19][N:30]=2)=[C:5]([Br:7])[N:6]=1. The yield is 0.610.